Dataset: Catalyst prediction with 721,799 reactions and 888 catalyst types from USPTO. Task: Predict which catalyst facilitates the given reaction. Reactant: [NH:1]1[CH:5]=[CH:4][CH:3]=[C:2]1[C:6]([O:8][CH2:9][CH3:10])=[O:7].[Br:11][CH2:12][CH2:13][CH2:14]Br.[OH-].[Na+].ClCCl. Product: [Br:11][CH2:12][CH2:13][CH2:14][N:1]1[CH:5]=[CH:4][CH:3]=[C:2]1[C:6]([O:8][CH2:9][CH3:10])=[O:7]. The catalyst class is: 568.